From a dataset of Full USPTO retrosynthesis dataset with 1.9M reactions from patents (1976-2016). Predict the reactants needed to synthesize the given product. (1) Given the product [Cl:27][CH2:12][C:8]1[S:9][CH:10]=[CH:11][C:7]=1[S:4](=[O:6])(=[O:5])[N:3]([CH2:14][CH3:15])[CH2:1][CH3:2], predict the reactants needed to synthesize it. The reactants are: [CH2:1]([N:3]([CH2:14][CH3:15])[S:4]([C:7]1[CH:11]=[CH:10][S:9][C:8]=1[CH2:12]O)(=[O:6])=[O:5])[CH3:2].C(N(CC)CC)C.CS([Cl:27])(=O)=O.O. (2) The reactants are: [C:1]([O:5][C:6]([N:8]1[CH2:13][CH2:12][N:11]([C:14]2[CH:19]=[CH:18][C:17](/[CH:20]=[CH:21]/[C:22]3[C:30]4[C:25](=[CH:26][CH:27]=[CH:28][CH:29]=4)[NH:24][N:23]=3)=[C:16]([N+:31]([O-])=O)[CH:15]=2)[CH2:10][CH2:9]1)=[O:7])([CH3:4])([CH3:3])[CH3:2].O. Given the product [C:1]([O:5][C:6]([N:8]1[CH2:9][CH2:10][N:11]([C:14]2[CH:19]=[CH:18][C:17](/[CH:20]=[CH:21]/[C:22]3[C:30]4[C:25](=[CH:26][CH:27]=[CH:28][CH:29]=4)[NH:24][N:23]=3)=[C:16]([NH2:31])[CH:15]=2)[CH2:12][CH2:13]1)=[O:7])([CH3:4])([CH3:2])[CH3:3], predict the reactants needed to synthesize it. (3) Given the product [C:1]([O:5][C:6](=[O:21])[NH:7][CH2:8][C:9]1[C:18]2[CH2:17][CH2:16][CH2:15][C:14](=[O:19])[C:13]=2[CH:12]=[CH:11][C:10]=1[O:20][C@@H:28]([C:30]1[CH:35]=[CH:34][CH:33]=[CH:32][CH:31]=1)[CH2:27][N:22]1[CH:26]=[CH:25][N:24]=[CH:23]1)([CH3:4])([CH3:2])[CH3:3], predict the reactants needed to synthesize it. The reactants are: [C:1]([O:5][C:6](=[O:21])[NH:7][CH2:8][C:9]1[C:18]2[CH2:17][CH2:16][CH2:15][C:14](=[O:19])[C:13]=2[CH:12]=[CH:11][C:10]=1[OH:20])([CH3:4])([CH3:3])[CH3:2].[N:22]1([CH2:27][C@@H:28]([C:30]2[CH:35]=[CH:34][CH:33]=[CH:32][CH:31]=2)O)[CH:26]=[CH:25][N:24]=[CH:23]1.C1(P(C2C=CC=CC=2)C2C=CC=CC=2)C=CC=CC=1.CCOC(/N=N/C(OCC)=O)=O. (4) Given the product [F:1][C:2]1[CH:3]=[C:4]([CH:5]=[CH:6][C:7]=1[N+:8]([O-:10])=[O:9])[O:11][C:13]1[CH:18]=[CH:17][N:16]=[C:15]([NH2:19])[CH:14]=1, predict the reactants needed to synthesize it. The reactants are: [F:1][C:2]1[CH:3]=[C:4]([OH:11])[CH:5]=[CH:6][C:7]=1[N+:8]([O-:10])=[O:9].Cl[C:13]1[CH:18]=[CH:17][N:16]=[C:15]([NH2:19])[CH:14]=1.Cl. (5) The reactants are: [C:1](#[N:8])[C:2]1[CH:7]=[CH:6][CH:5]=[CH:4][CH:3]=1.[CH2:9]([O:11]CC)[CH3:10].[ClH:14].C(O)C. Given the product [ClH:14].[C:1](=[NH:8])([O:11][CH2:9][CH3:10])[C:2]1[CH:7]=[CH:6][CH:5]=[CH:4][CH:3]=1, predict the reactants needed to synthesize it. (6) Given the product [C:1]([O:5][C:6]([NH:8][C:9]1[S:10][CH:11]=[C:12](/[C:14](=[N:31]/[O:32][C:33]2([C:36]([O:38][CH:39]([C:46]3[CH:51]=[CH:50][CH:49]=[CH:48][CH:47]=3)[C:40]3[CH:41]=[CH:42][CH:43]=[CH:44][CH:45]=3)=[O:37])[CH2:34][CH2:35]2)/[C:15]([NH:17][C@@H:18]2[C:21](=[O:22])[NH:20][C@@H:19]2[CH2:23][N:24]2[N:28]=[C:27]([CH:29]=[O:30])[CH:26]=[N:25]2)=[O:16])[N:13]=1)=[O:7])([CH3:4])([CH3:2])[CH3:3], predict the reactants needed to synthesize it. The reactants are: [C:1]([O:5][C:6]([NH:8][C:9]1[S:10][CH:11]=[C:12](/[C:14](=[N:31]/[O:32][C:33]2([C:36]([O:38][CH:39]([C:46]3[CH:51]=[CH:50][CH:49]=[CH:48][CH:47]=3)[C:40]3[CH:45]=[CH:44][CH:43]=[CH:42][CH:41]=3)=[O:37])[CH2:35][CH2:34]2)/[C:15]([NH:17][C@@H:18]2[C:21](=[O:22])[NH:20][C@@H:19]2[CH2:23][N:24]2[N:28]=[C:27]([CH2:29][OH:30])[CH:26]=[N:25]2)=[O:16])[N:13]=1)=[O:7])([CH3:4])([CH3:3])[CH3:2]. (7) Given the product [F:30][C:24]1[CH:25]=[CH:26][CH:27]=[C:28]([F:29])[C:23]=1[NH:22][C:20](=[O:21])[C:19]1[CH:31]=[CH:32][CH:33]=[C:17]([C:9]2[N:10]=[C:11]3[CH:16]=[CH:15][CH:14]=[CH:13][N:12]3[C:8]=2[C:6]2[CH:5]=[CH:4][N:3]=[C:2]([NH:38][C:37]3[CH:39]=[CH:40][C:41]([CH2:43][CH2:44][N:45]4[CH2:46][CH2:47][N:48]([CH3:51])[CH2:49][CH2:50]4)=[CH:42][C:36]=3[O:35][CH3:34])[N:7]=2)[CH:18]=1, predict the reactants needed to synthesize it. The reactants are: Cl[C:2]1[N:7]=[C:6]([C:8]2[N:12]3[CH:13]=[CH:14][CH:15]=[CH:16][C:11]3=[N:10][C:9]=2[C:17]2[CH:18]=[C:19]([CH:31]=[CH:32][CH:33]=2)[C:20]([NH:22][C:23]2[C:28]([F:29])=[CH:27][CH:26]=[CH:25][C:24]=2[F:30])=[O:21])[CH:5]=[CH:4][N:3]=1.[CH3:34][O:35][C:36]1[CH:42]=[C:41]([CH2:43][CH2:44][N:45]2[CH2:50][CH2:49][N:48]([CH3:51])[CH2:47][CH2:46]2)[CH:40]=[CH:39][C:37]=1[NH2:38].C1(C)C=CC(S(O)(=O)=O)=CC=1.C[O-].[Na+]. (8) Given the product [CH2:20]([O:19][C:14]1[CH:15]=[C:16]2[C:11](=[CH:12][CH:13]=1)[NH:10][C:9]1[CH:8]([C:22]3[CH:27]=[CH:26][CH:25]=[C:24]([OH:28])[CH:23]=3)[N:7]3[C:29](=[O:30])[N:4]([CH2:3][CH2:2][NH:34][CH3:33])[C:5](=[O:32])[C:6]3([CH3:31])[CH2:18][C:17]2=1)[CH3:21], predict the reactants needed to synthesize it. The reactants are: Br[CH2:2][CH2:3][N:4]1[C:29](=[O:30])[N:7]2[CH:8]([C:22]3[CH:27]=[CH:26][CH:25]=[C:24]([OH:28])[CH:23]=3)[C:9]3[NH:10][C:11]4[C:16]([C:17]=3[CH2:18][C:6]2([CH3:31])[C:5]1=[O:32])=[CH:15][C:14]([O:19][CH2:20][CH3:21])=[CH:13][CH:12]=4.[CH3:33][NH2:34]. (9) Given the product [NH2:27][C:28]1[N:14]([C@@H:15]2[CH2:16][CH2:17][C@H:18]([C:21]([NH:23][CH:24]([CH3:26])[CH3:25])=[O:22])[CH2:19][CH2:20]2)[C:3]2[CH:4]=[C:5]([N:8]3[CH2:13][CH2:12][O:11][CH2:10][CH2:9]3)[CH:6]=[CH:7][C:2]=2[N:1]=1, predict the reactants needed to synthesize it. The reactants are: [NH2:1][C:2]1[CH:7]=[CH:6][C:5]([N:8]2[CH2:13][CH2:12][O:11][CH2:10][CH2:9]2)=[CH:4][C:3]=1[NH:14][C@@H:15]1[CH2:20][CH2:19][C@H:18]([C:21]([NH:23][CH:24]([CH3:26])[CH3:25])=[O:22])[CH2:17][CH2:16]1.[N:27]#[C:28]Br. (10) Given the product [Br:20][C:21]1[CH:22]=[C:23]([CH:28]=[O:29])[CH:24]=[C:25]([Br:27])[CH:26]=1.[Br:11][C:12]1[CH:17]=[C:16]([C:4]([C:3]2[C:2]([O:29][CH3:28])=[N:10][CH:9]=[CH:8][CH:7]=2)=[O:6])[CH:15]=[C:14]([Br:19])[CH:13]=1, predict the reactants needed to synthesize it. The reactants are: Cl[C:2]1[N:10]=[CH:9][CH:8]=[CH:7][C:3]=1[C:4]([OH:6])=O.[Br:11][C:12]1[CH:17]=[C:16](Br)[CH:15]=[C:14]([Br:19])[CH:13]=1.[Br:20][C:21]1[CH:22]=[C:23]([CH:28]=[O:29])[CH:24]=[C:25]([Br:27])[CH:26]=1.Cl.[NH4+].[Cl-].